From a dataset of M1 muscarinic receptor antagonist screen with 61,756 compounds. Binary Classification. Given a drug SMILES string, predict its activity (active/inactive) in a high-throughput screening assay against a specified biological target. (1) The compound is o1c2c(C(N(C2=O)c2ncccc2)c2cc(OC)c(OCC)cc2)c(=O)c2c1cccc2. The result is 0 (inactive). (2) The result is 0 (inactive). The molecule is OC(Cn1c2c(n(CCCN(C)C)c1=N)cccc2)c1ccc(OC)cc1. (3) The drug is Clc1ccc(S(=O)(=O)Nc2cc3nc(n(c3cc2)C)CCN2CCCCC2)cc1. The result is 1 (active). (4) The compound is Fc1c(CN(Cc2ccccc2)C)cccc1. The result is 0 (inactive). (5) The molecule is O(c1c(Nc2nc(cc(c2C(=O)N)C)C)cccc1)C. The result is 0 (inactive).